From a dataset of Catalyst prediction with 721,799 reactions and 888 catalyst types from USPTO. Predict which catalyst facilitates the given reaction. Reactant: [C:1]([C:3]1[CH:8]=[CH:7][C:6]([CH2:9][CH2:10][C:11]2[N:34]([CH3:35])[C:14]3=[N:15][CH:16]=[C:17]([C:19]([N:21]4[C:29]5[C:24](=[CH:25][CH:26]=[CH:27][CH:28]=5)[CH2:23][CH:22]4[C:30]([O:32][CH3:33])=[O:31])=[O:20])[CH:18]=[C:13]3[N:12]=2)=[CH:5][CH:4]=1)#[N:2].[ClH:36].C(=O)([O-])[O-].[NH4+:41].[NH4+].C(OCC)(=O)C.C(O)C.N. Product: [ClH:36].[C:1]([C:3]1[CH:8]=[CH:7][C:6]([CH2:9][CH2:10][C:11]2[N:34]([CH3:35])[C:14]3=[N:15][CH:16]=[C:17]([C:19]([N:21]4[C:29]5[C:24](=[CH:25][CH:26]=[CH:27][CH:28]=5)[CH2:23][CH:22]4[C:30]([O:32][CH3:33])=[O:31])=[O:20])[CH:18]=[C:13]3[N:12]=2)=[CH:5][CH:4]=1)(=[NH:41])[NH2:2]. The catalyst class is: 5.